The task is: Predict the product of the given reaction.. This data is from Forward reaction prediction with 1.9M reactions from USPTO patents (1976-2016). (1) Given the reactants [OH:1][C:2]1[C:3]([C:19]([C:22]2[CH:27]=[CH:26][CH:25]=[CH:24][CH:23]=2)([CH3:21])[CH3:20])=[N:4][C:5]2[C:10]([C:11]=1[C:12]([OH:14])=[O:13])=[CH:9][CH:8]=[C:7]1[CH2:15]CC[CH2:18][C:6]=21.CC1C(C)=C2C(C(=O)C(=O)N2)=CC=1.C(OCC(=O)C(C1C=CC([Cl:56])=CC=1)(C)C)(=O)C, predict the reaction product. The product is: [Cl:56][C:25]1[CH:26]=[CH:27][C:22]([C:19]([C:3]2[C:2]([OH:1])=[C:11]([C:12]([OH:14])=[O:13])[C:10]3[C:5](=[C:6]([CH3:18])[C:7]([CH3:15])=[CH:8][CH:9]=3)[N:4]=2)([CH3:21])[CH3:20])=[CH:23][CH:24]=1. (2) Given the reactants [NH2:1][C:2]1[CH:3]=[N:4][CH:5]=[CH:6][CH:7]=1.[C:8]1([CH:14]([C:20]2[CH:25]=[CH:24][CH:23]=[CH:22][CH:21]=2)[CH2:15][CH2:16][C:17](Cl)=[O:18])[CH:13]=[CH:12][CH:11]=[CH:10][CH:9]=1.C(N(CC)CC)C, predict the reaction product. The product is: [C:20]1([CH:14]([C:8]2[CH:9]=[CH:10][CH:11]=[CH:12][CH:13]=2)[CH2:15][CH2:16][C:17]([NH:1][C:2]2[CH:3]=[N:4][CH:5]=[CH:6][CH:7]=2)=[O:18])[CH:21]=[CH:22][CH:23]=[CH:24][CH:25]=1. (3) Given the reactants Br[C:2]1[N:7]=[CH:6][C:5]([CH2:8][C:9]2[CH:23]=[CH:22][C:12]3[CH2:13][CH2:14][N:15]([CH:18]4[CH2:21][CH2:20][CH2:19]4)[CH2:16][CH2:17][C:11]=3[CH:10]=2)=[CH:4][CH:3]=1.[CH3:24][N:25]1[CH2:29][CH2:28][NH:27][C:26]1=[O:30], predict the reaction product. The product is: [CH:18]1([N:15]2[CH2:14][CH2:13][C:12]3[CH:22]=[CH:23][C:9]([CH2:8][C:5]4[CH:4]=[CH:3][C:2]([N:27]5[CH2:28][CH2:29][N:25]([CH3:24])[C:26]5=[O:30])=[N:7][CH:6]=4)=[CH:10][C:11]=3[CH2:17][CH2:16]2)[CH2:21][CH2:20][CH2:19]1.